Predict the product of the given reaction. From a dataset of Forward reaction prediction with 1.9M reactions from USPTO patents (1976-2016). Given the reactants [Cl:1][C:2]1[CH:7]=[CH:6][C:5]([C:8]2[N:12]([CH3:13])[C:11]([C:14](O)=[O:15])=[C:10]([C:17]3[CH:22]=[CH:21][C:20]([S:23](=[O:26])(=[O:25])[NH2:24])=[CH:19][CH:18]=3)[C:9]=2[CH3:27])=[CH:4][CH:3]=1.C1C=C[C:31]2[N:36]([OH:37])N=NC=2C=1.[CH2:38](Cl)CCl.C(N(CC)CC)C, predict the reaction product. The product is: [Cl:1][C:2]1[CH:3]=[CH:4][C:5]([C:8]2[N:12]([CH3:13])[C:11]([C:14]([N:36]([O:37][CH3:38])[CH3:31])=[O:15])=[C:10]([C:17]3[CH:18]=[CH:19][C:20]([S:23](=[O:25])(=[O:26])[NH2:24])=[CH:21][CH:22]=3)[C:9]=2[CH3:27])=[CH:6][CH:7]=1.